Dataset: Full USPTO retrosynthesis dataset with 1.9M reactions from patents (1976-2016). Task: Predict the reactants needed to synthesize the given product. (1) Given the product [CH3:1][N:2]1[C:10](=[O:11])[C:9]2[NH:8][C:7]([NH:20][C:21]3[CH:26]=[CH:25][CH:24]=[C:23]([C:27]([F:30])([F:29])[F:28])[CH:22]=3)=[N:6][C:5]=2[N:4]([CH3:31])[C:3]1=[O:32], predict the reactants needed to synthesize it. The reactants are: [CH3:1][N:2]1[C:10](=[O:11])[C:9]2[N:8](COCC[Si](C)(C)C)[C:7]([NH:20][C:21]3[CH:26]=[CH:25][CH:24]=[C:23]([C:27]([F:30])([F:29])[F:28])[CH:22]=3)=[N:6][C:5]=2[N:4]([CH3:31])[C:3]1=[O:32].Cl. (2) Given the product [F:1][C:2]1[CH:7]=[C:6]([NH:8][C:16](=[O:21])[CH3:15])[CH:5]=[CH:4][C:3]=1[OH:11], predict the reactants needed to synthesize it. The reactants are: [F:1][C:2]1[CH:7]=[C:6]([N+:8]([O-])=O)[CH:5]=[CH:4][C:3]=1[OH:11].[N+]([C:15]1C=CC=C[C:16]=1[OH:21])([O-])=O.C(OC(=O)C)(=O)C.